From a dataset of Full USPTO retrosynthesis dataset with 1.9M reactions from patents (1976-2016). Predict the reactants needed to synthesize the given product. (1) Given the product [CH2:1]([O:8][C:9]([NH:11][CH:12]([CH2:25][C:26]#[CH:27])[C:13]([NH:15][CH:16]([CH2:21][CH:22]([CH3:23])[CH3:24])[C:17]([OH:19])=[O:18])=[O:14])=[O:10])[C:2]1[CH:3]=[CH:4][CH:5]=[CH:6][CH:7]=1, predict the reactants needed to synthesize it. The reactants are: [CH2:1]([O:8][C:9]([NH:11][CH:12]([CH2:25][C:26]#[CH:27])[C:13]([NH:15][CH:16]([CH2:21][CH:22]([CH3:24])[CH3:23])[C:17]([O:19]C)=[O:18])=[O:14])=[O:10])[C:2]1[CH:7]=[CH:6][CH:5]=[CH:4][CH:3]=1.[OH-].[Li+]. (2) Given the product [CH:1]([C:4]1[CH:9]=[CH:8][C:7]([CH3:10])=[CH:6][C:5]=1[N:11]1[C:17](=[O:18])[CH2:16][S:13]/[C:12]/1=[N:14]\[C:47]([NH:46][CH:49]([CH:50]([C:52]1[CH:57]=[CH:56][C:55]([C:58]2[N:62]=[CH:61][N:60]([C:63]3[CH:68]=[CH:67][C:66]([O:69][C:70]([F:72])([F:71])[F:73])=[CH:65][CH:64]=3)[N:59]=2)=[CH:54][CH:53]=1)[CH3:51])[CH3:74])=[O:48])([CH3:3])[CH3:2], predict the reactants needed to synthesize it. The reactants are: [CH:1]([C:4]1[CH:9]=[CH:8][C:7]([CH3:10])=[CH:6][C:5]=1[NH:11][C:12]([NH2:14])=[S:13])([CH3:3])[CH3:2].C[CH:16](C(C1C=CC(C2N=CN(C3C=CC(OC(F)(F)F)=CC=3)N=2)=CC=1)C)[C:17](N=[N+]=[N-])=[O:18].[N:46]([CH:49]([CH3:74])[CH:50]([C:52]1[CH:57]=[CH:56][C:55]([C:58]2[N:62]=[CH:61][N:60]([C:63]3[CH:68]=[CH:67][C:66]([O:69][C:70]([F:73])([F:72])[F:71])=[CH:65][CH:64]=3)[N:59]=2)=[CH:54][CH:53]=1)[CH3:51])=[C:47]=[O:48]. (3) Given the product [C:19]([O:22][C@@H:23]1[C@H:27]([CH2:28][CH2:29][CH2:30][CH2:31][CH2:32][CH2:33][C:34]([O:36][CH3:37])=[O:35])[C@@H:26](/[CH:38]=[CH:7]/[C:8](=[O:16])[C:9]([F:14])([F:15])[CH2:10][CH2:11][CH2:12][CH3:13])[C@H:25]([O:40][CH:41]2[CH2:46][CH2:45][CH2:44][CH2:43][O:42]2)[CH2:24]1)(=[O:21])[CH3:20], predict the reactants needed to synthesize it. The reactants are: COP([CH2:7][C:8](=[O:16])[C:9]([F:15])([F:14])[CH2:10][CH2:11][CH2:12][CH3:13])(=O)OC.[OH-].[Na+].[C:19]([O:22][C@@H:23]1[C@H:27]([CH2:28][CH2:29][CH2:30][CH2:31][CH2:32][CH2:33][C:34]([O:36][CH3:37])=[O:35])[C@@H:26]([CH:38]=O)[C@H:25]([O:40][CH:41]2[CH2:46][CH2:45][CH2:44][CH2:43][O:42]2)[CH2:24]1)(=[O:21])[CH3:20].O. (4) Given the product [F:21][C:18]1[CH:19]=[CH:20][C:15]([C:8]2[N:9]=[C:10]3[N:14]([C:7]=2[C:5]2[CH:4]=[CH:3][N:28]=[C:27]([NH:30][C@@H:31]4[CH2:36][CH2:35][CH2:34][N:33]([C:37]([O:39][C:40]([CH3:43])([CH3:42])[CH3:41])=[O:38])[CH2:32]4)[N:26]=2)[CH:13]=[CH:12][S:11]3)=[CH:16][C:17]=1[O:22][CH3:23], predict the reactants needed to synthesize it. The reactants are: CN(C)[CH:3]=[CH:4][C:5]([C:7]1[N:14]2[C:10]([S:11][CH:12]=[CH:13]2)=[N:9][C:8]=1[C:15]1[CH:20]=[CH:19][C:18]([F:21])=[C:17]([O:22][CH3:23])[CH:16]=1)=O.Cl.[NH2:26]/[C:27](/[NH:30][C@@H:31]1[CH2:36][CH2:35][CH2:34][N:33]([C:37]([O:39][C:40]([CH3:43])([CH3:42])[CH3:41])=[O:38])[CH2:32]1)=[N:28]/[H].[O-]CC.[Na+]. (5) Given the product [CH2:28]([O:35][C:36]1[CH:51]=[C:50]([O:57][CH3:58])[CH:49]=[CH:48][C:47]=1[CH2:56][CH:55]([OH:73])[CH2:59][OH:63])[C:29]1[CH:30]=[CH:31][CH:32]=[CH:33][CH:34]=1, predict the reactants needed to synthesize it. The reactants are: CC[C@H]1[C@H]2C[C@H]([C@H](OC3[C:34]4[C:29](=[CH:30][CH:31]=[CH:32][CH:33]=4)[C:28]([O:35][C@H:36]([C:47]4[CH:56]=[CH:55]N=C5[C:48]=4[CH:49]=[C:50]([O:57][CH3:58])[CH:51]=C5)[C@@H]4N5C[C@H](CC)[C@@H](CC5)C4)=NN=3)C3C=CN=C4C=3C=C(OC)C=C4)N(CC2)C1.[C:59]([OH:63])(C)(C)C.C(C1C=CC([O:73]C)=CC=1OCC1C=CC=CC=1)C=C. (6) Given the product [Cl:20][Si:7]([CH3:18])([CH3:6])[CH2:13][CH2:12][CH2:11][C:10]1[CH:14]=[CH:15][CH:16]=[CH:17][C:9]=1[O:8][Ti:2]([Cl:5])([Cl:3])[Cl:1], predict the reactants needed to synthesize it. The reactants are: [Cl:1][Ti:2]([Cl:5])(Cl)[Cl:3].[CH3:6][Si:7]1([CH3:18])[CH2:13][CH2:12][CH2:11][C:10]2[CH:14]=[CH:15][CH:16]=[CH:17][C:9]=2[O:8]1.C(Cl)[Cl:20].CCCCCC.